This data is from Catalyst prediction with 721,799 reactions and 888 catalyst types from USPTO. The task is: Predict which catalyst facilitates the given reaction. (1) Reactant: [C:1]([CH:3]1[C:16](=[O:17])[C@@H:15]([CH3:18])[C@@H:6]2[CH2:7][CH2:8][C:9]3[CH:10]=[N:11][CH:12]=[N:13][C:14]=3[C@@:5]2([C:19]2[CH:28]=[CH:27][C:22]([C:23]([O:25][CH3:26])=[O:24])=[CH:21][CH:20]=2)[CH2:4]1)#[N:2].BrN1C(C)(C)C(=O)N(Br)C1=O.N1C=CC=CC=1. Product: [C:1]([C:3]1[C:16](=[O:17])[C@@H:15]([CH3:18])[C@@H:6]2[CH2:7][CH2:8][C:9]3[CH:10]=[N:11][CH:12]=[N:13][C:14]=3[C@@:5]2([C:19]2[CH:20]=[CH:21][C:22]([C:23]([O:25][CH3:26])=[O:24])=[CH:27][CH:28]=2)[CH:4]=1)#[N:2]. The catalyst class is: 35. (2) Reactant: [CH:1]1([C:7]2[C:15]3[C:10](=[CH:11][C:12]([C:16]([O:18][CH3:19])=[O:17])=[CH:13][CH:14]=3)[NH:9][C:8]=2[C:20]2[CH:25]=[CH:24][CH:23]=[CH:22][C:21]=2[CH:26]=[CH2:27])[CH2:6][CH2:5][CH2:4][CH2:3][CH2:2]1.[H-].[Na+].Br[CH2:31][CH2:32][CH:33]=[CH2:34]. Product: [CH2:34]([N:9]1[C:10]2[C:15](=[CH:14][CH:13]=[C:12]([C:16]([O:18][CH3:19])=[O:17])[CH:11]=2)[C:7]([CH:1]2[CH2:6][CH2:5][CH2:4][CH2:3][CH2:2]2)=[C:8]1[C:20]1[CH:25]=[CH:24][CH:23]=[CH:22][C:21]=1[CH:26]=[CH2:27])[CH2:33][CH:32]=[CH2:31]. The catalyst class is: 31. (3) Reactant: [CH3:1][N:2]1[C:6]2[CH:7]=[CH:8][CH:9]=[CH:10][C:5]=2[NH:4][C:3]1=[NH:11].[Br:12][C:13]1[CH:20]=[CH:19][C:16]([CH2:17]Br)=[CH:15][CH:14]=1. Product: [Br:12][C:13]1[CH:20]=[CH:19][C:16]([CH2:17][N:4]2[C:5]3[CH:10]=[CH:9][CH:8]=[CH:7][C:6]=3[N:2]([CH3:1])[C:3]2=[NH:11])=[CH:15][CH:14]=1. The catalyst class is: 131. (4) Reactant: [Na+].[C:2]1([S:8]([O-:10])=[O:9])[CH:7]=[CH:6][CH:5]=[CH:4][CH:3]=1.[Cl:11][C:12](=[CH2:15])[C:13]#[N:14].CO. Product: [Cl:11][CH:12]([CH2:15][S:8]([C:2]1[CH:7]=[CH:6][CH:5]=[CH:4][CH:3]=1)(=[O:10])=[O:9])[C:13]#[N:14]. The catalyst class is: 211. (5) Reactant: [Cl:1][C:2]1[N:7]=[C:6](Cl)[CH:5]=[CH:4][N:3]=1.[OH:9][C:10]1[CH:11]=[C:12]2[C:17](=[CH:18][CH:19]=1)[C:16]([C:20]([NH:22][CH2:23][CH2:24][N:25]1[CH2:30][CH2:29][O:28][CH2:27][CH2:26]1)=[O:21])=[CH:15][CH:14]=[CH:13]2.C1CCN2C(=NCCC2)CC1. Product: [Cl:1][C:2]1[N:7]=[C:6]([O:9][C:10]2[CH:11]=[C:12]3[C:17](=[CH:18][CH:19]=2)[C:16]([C:20]([NH:22][CH2:23][CH2:24][N:25]2[CH2:26][CH2:27][O:28][CH2:29][CH2:30]2)=[O:21])=[CH:15][CH:14]=[CH:13]3)[CH:5]=[CH:4][N:3]=1. The catalyst class is: 10.